Dataset: Catalyst prediction with 721,799 reactions and 888 catalyst types from USPTO. Task: Predict which catalyst facilitates the given reaction. (1) Reactant: C([O:3][C:4]([C:6]1[CH:11]=[CH:10][C:9]([C:12]2[CH:17]=[C:16]([NH:18][C:19]([C:21]3[S:22][CH:23]=[CH:24][CH:25]=3)=[O:20])[CH:15]=[CH:14][C:13]=2[CH3:26])=[CH:8][CH:7]=1)=[O:5])C. Product: [CH3:26][C:13]1[CH:14]=[CH:15][C:16]([NH:18][C:19]([C:21]2[S:22][CH:23]=[CH:24][CH:25]=2)=[O:20])=[CH:17][C:12]=1[C:9]1[CH:10]=[CH:11][C:6]([C:4]([OH:5])=[O:3])=[CH:7][CH:8]=1. The catalyst class is: 464. (2) Reactant: C([O:8][C:9]1[CH:18]=[C:17]2[C:12]([CH:13]=[CH:14][CH:15]=[C:16]2[N:19]2[CH2:24][CH2:23][N:22]([CH2:25][C:26]3[N:30]([CH2:31][C:32]4[CH:37]=[CH:36][C:35]([C:38]#[N:39])=[C:34]([F:40])[CH:33]=4)[CH:29]=[N:28][CH:27]=3)[CH2:21][C:20]2=[O:41])=[CH:11][CH:10]=1)C1C=CC=CC=1.[F:42][C:43]([F:48])([F:47])[C:44]([OH:46])=[O:45].[H][H]. Product: [F:42][C:43]([F:48])([F:47])[C:44]([OH:46])=[O:45].[OH:8][C:9]1[CH:18]=[C:17]2[C:12]([CH:13]=[CH:14][CH:15]=[C:16]2[N:19]2[CH2:24][CH2:23][N:22]([CH2:25][C:26]3[N:30]([CH2:31][C:32]4[CH:37]=[CH:36][C:35]([C:38]#[N:39])=[C:34]([F:40])[CH:33]=4)[CH:29]=[N:28][CH:27]=3)[CH2:21][C:20]2=[O:41])=[CH:11][CH:10]=1. The catalyst class is: 515. (3) Reactant: [CH2:1]([N:8]1[C:12](=[O:13])[C:11](=[C:14]2[N:18]([CH3:19])[C:17]3[CH:20]=[CH:21][CH:22]=[CH:23][C:16]=3[O:15]2)[S:10][C:9]1=[S:24])[C:2]1[CH:7]=[CH:6][CH:5]=[CH:4][CH:3]=1.[C:25]1([CH3:36])[CH:30]=[CH:29][C:28]([S:31]([O:34]C)(=[O:33])=[O:32])=[CH:27][CH:26]=1. Product: [C:25]1([CH3:36])[CH:26]=[CH:27][C:28]([S:31]([O-:34])(=[O:32])=[O:33])=[CH:29][CH:30]=1.[CH2:1]([N:8]1[C:12](=[O:13])[C:11](=[C:14]2[N:18]([CH3:19])[C:17]3[CH:20]=[CH:21][CH:22]=[CH:23][C:16]=3[O:15]2)[S:10][CH2+:9]1[S:24][CH3:25])[C:2]1[CH:7]=[CH:6][CH:5]=[CH:4][CH:3]=1. The catalyst class is: 22. (4) Reactant: [NH:1]1[C:9]2[C:4](=[CH:5][CH:6]=[CH:7][C:8]=2[C:10]([OH:12])=O)[CH:3]=[CH:2]1.CN(C(ON1N=NC2C=CC=CC1=2)=[N+](C)C)C.[B-](F)(F)(F)F.C(N(CC)C(C)C)(C)C.[C:44]([C:48]1[CH:63]=[CH:62][C:51]([CH2:52][NH:53][CH2:54][CH2:55][C:56]2[CH:61]=[CH:60][CH:59]=[CH:58][CH:57]=2)=[CH:50][CH:49]=1)([CH3:47])([CH3:46])[CH3:45]. Product: [C:44]([C:48]1[CH:63]=[CH:62][C:51]([CH2:52][N:53]([CH2:54][CH2:55][C:56]2[CH:61]=[CH:60][CH:59]=[CH:58][CH:57]=2)[C:10]([C:8]2[CH:7]=[CH:6][CH:5]=[C:4]3[C:9]=2[NH:1][CH:2]=[CH:3]3)=[O:12])=[CH:50][CH:49]=1)([CH3:47])([CH3:45])[CH3:46]. The catalyst class is: 18. (5) Reactant: C([O:3][C:4]([C:6]1[CH:10]=[C:9]([CH3:11])[N:8]([CH2:12][C:13]2[CH:18]=[C:17]([Cl:19])[CH:16]=[CH:15][C:14]=2[O:20][CH2:21][C:22]2[CH:27]=[CH:26][C:25]([Cl:28])=[CH:24][CH:23]=2)[N:7]=1)=O)C.[H-].[H-].[H-].[H-].[Li+].[Al+3].CCOCC.[OH-].[Na+]. Product: [Cl:19][C:17]1[CH:16]=[CH:15][C:14]([O:20][CH2:21][C:22]2[CH:23]=[CH:24][C:25]([Cl:28])=[CH:26][CH:27]=2)=[C:13]([CH:18]=1)[CH2:12][N:8]1[C:9]([CH3:11])=[CH:10][C:6]([CH2:4][OH:3])=[N:7]1. The catalyst class is: 1. (6) Reactant: [CH:1](OCC)(OCC)OCC.[NH2:11][CH:12]([C:18]#[N:19])[C:13]([O:15][CH2:16][CH3:17])=[O:14].[NH2:20][CH:21]([CH2:25][CH2:26][CH2:27][CH2:28][CH2:29][CH3:30])[CH:22]([OH:24])[CH3:23]. Product: [NH2:19][C:18]1[N:20]([CH:21]([CH2:25][CH2:26][CH2:27][CH2:28][CH2:29][CH3:30])[CH:22]([OH:24])[CH3:23])[CH:1]=[N:11][C:12]=1[C:13]([O:15][CH2:16][CH3:17])=[O:14]. The catalyst class is: 10. (7) Reactant: [Cl:1][C:2]1[CH:24]=[CH:23][C:5]([CH2:6][NH:7][C:8]([C:10]2[CH:19]=[CH:18][C:13]([C:14]([O:16]C)=O)=[C:12]([N:20]=[C:21]=[S:22])[CH:11]=2)=[O:9])=[CH:4][CH:3]=1.[NH2:25][C:26]1[N:31]=[CH:30][C:29]([C:32]([O:34]C)=[O:33])=[CH:28][CH:27]=1.[OH-].[Na+]. Product: [Cl:1][C:2]1[CH:3]=[CH:4][C:5]([CH2:6][NH:7][C:8]([C:10]2[CH:11]=[C:12]3[C:13]([C:14](=[O:16])[N:25]([C:26]4[N:31]=[CH:30][C:29]([C:32]([OH:34])=[O:33])=[CH:28][CH:27]=4)[C:21](=[S:22])[NH:20]3)=[CH:18][CH:19]=2)=[O:9])=[CH:23][CH:24]=1. The catalyst class is: 623. (8) Reactant: [CH:1]1([C:4]2[CH:10]=[CH:9][C:7](N)=[C:6]([N+:11]([O-:13])=[O:12])[CH:5]=2)[CH2:3][CH2:2]1.N([O-])=O.[Na+].[I-:18].[K+].C(OCC)(=O)C. Product: [CH:1]1([C:4]2[CH:10]=[CH:9][C:7]([I:18])=[C:6]([N+:11]([O-:13])=[O:12])[CH:5]=2)[CH2:3][CH2:2]1. The catalyst class is: 126. (9) Reactant: [CH3:1][O:2][C:3](=[O:30])[CH:4]([C:6]1[C:15](=[O:16])[C:14]2[C:9](=[CH:10][C:11]([NH:18][CH:19]3[CH2:24][CH2:23][CH2:22][CH2:21][CH2:20]3)=[C:12]([F:17])[CH:13]=2)[N:8]([CH:25]2[CH2:29][CH2:28][CH2:27][CH2:26]2)[CH:7]=1)[OH:5].[H-].[Na+].Br[CH2:34][C:35]([O:37][CH2:38][CH3:39])=[O:36].C(=O)([O-])O.[Na+]. Product: [CH3:1][O:2][C:3](=[O:30])[CH:4]([C:6]1[C:15](=[O:16])[C:14]2[C:9](=[CH:10][C:11]([NH:18][CH:19]3[CH2:24][CH2:23][CH2:22][CH2:21][CH2:20]3)=[C:12]([F:17])[CH:13]=2)[N:8]([CH:25]2[CH2:29][CH2:28][CH2:27][CH2:26]2)[CH:7]=1)[O:5][CH2:34][C:35]([O:37][CH2:38][CH3:39])=[O:36]. The catalyst class is: 1.